The task is: Predict the reactants needed to synthesize the given product.. This data is from Full USPTO retrosynthesis dataset with 1.9M reactions from patents (1976-2016). Given the product [Br:1][C:2]1[C:10]2[N:9]=[C:8]([C:11]3[CH:16]=[CH:15][C:14]([CH:17]([CH3:19])[CH3:18])=[CH:13][CH:12]=3)[N:7]([CH2:25][CH2:26][O:27][CH3:28])[C:6]=2[C:5]([O:20][CH3:21])=[CH:4][CH:3]=1, predict the reactants needed to synthesize it. The reactants are: [Br:1][C:2]1[C:10]2[N:9]=[C:8]([C:11]3[CH:16]=[CH:15][C:14]([CH:17]([CH3:19])[CH3:18])=[CH:13][CH:12]=3)[NH:7][C:6]=2[C:5]([O:20][CH3:21])=[CH:4][CH:3]=1.[H-].[Na+].Br[CH2:25][CH2:26][O:27][CH3:28].O.